This data is from Reaction yield outcomes from USPTO patents with 853,638 reactions. The task is: Predict the reaction yield, written as a fraction of the theoretical maximum amount of product (1.0 means a 100% yield; for example, 0.34 means a 34% yield). (1) The reactants are [N:1]1[CH:6]=[CH:5][N:4]=[CH:3][C:2]=1[C:7]#[N:8].N1C=CC=CC=1.[SH:15][CH:16]([CH3:20])[C:17](O)=[O:18]. The catalyst is C(O)C. The product is [CH3:20][C:16]1[S:15][C:7]([C:2]2[CH:3]=[N:4][CH:5]=[CH:6][N:1]=2)=[N:8][C:17]=1[OH:18]. The yield is 0.971. (2) The reactants are C([O-])([O-])=O.[K+].[K+].[C:7]([Si:11]([CH3:22])([CH3:21])[O:12][CH2:13][CH2:14][C@H:15]1[O:19][C:18](=[O:20])[NH:17][CH2:16]1)([CH3:10])([CH3:9])[CH3:8].[CH2:23]([O:25][C:26](=[O:39])[CH2:27][O:28][C:29]1[C:30]([N+:36]([O-:38])=[O:37])=[N:31][C:32](Br)=[CH:33][CH:34]=1)[CH3:24].CN(C)CCN. The catalyst is O1CCOCC1.[Cu]I. The product is [CH2:23]([O:25][C:26](=[O:39])[CH2:27][O:28][C:29]1[C:30]([N+:36]([O-:38])=[O:37])=[N:31][C:32]([N:17]2[CH2:16][C@@H:15]([CH2:14][CH2:13][O:12][Si:11]([C:7]([CH3:8])([CH3:10])[CH3:9])([CH3:22])[CH3:21])[O:19][C:18]2=[O:20])=[CH:33][CH:34]=1)[CH3:24]. The yield is 0.840. (3) The reactants are [Cl:1][C:2]([Cl:26])([Cl:25])[CH2:3][O:4][C:5]([C@@H:7]1[CH2:12][CH2:11][CH2:10][N:9]([C:13](=[O:24])[C@@H:14]([NH:16][C:17](=[O:23])[C@@H:18]([NH2:22])[CH:19]([CH3:21])[CH3:20])[CH3:15])[NH:8]1)=[O:6].[OH:27][C@@H:28]([C:30]1[CH:39]=[CH:38][C:37]2[C:32](=[CH:33][C:34](/[CH:40]=[CH:41]/[C@@:42]([CH2:47][O:48][CH3:49])([CH3:46])[C:43](O)=[O:44])=[CH:35][CH:36]=2)[N:31]=1)[CH3:29].F[P-](F)(F)(F)(F)F.CN(C(N(C)C)=[N+]1C2C(=NC=CC=2)[N+]([O-])=N1)C.C(N(CC)C(C)C)(C)C. The catalyst is ClCCl. The product is [Cl:26][C:2]([Cl:25])([Cl:1])[CH2:3][O:4][C:5]([C@@H:7]1[CH2:12][CH2:11][CH2:10][N:9]([C:13](=[O:24])[C@@H:14]([NH:16][C:17](=[O:23])[C@@H:18]([NH:22][C:43](=[O:44])[C@:42]([CH2:47][O:48][CH3:49])([CH3:46])/[CH:41]=[CH:40]/[C:34]2[CH:33]=[C:32]3[C:37]([CH:38]=[CH:39][C:30]([C@H:28]([OH:27])[CH3:29])=[N:31]3)=[CH:36][CH:35]=2)[CH:19]([CH3:21])[CH3:20])[CH3:15])[NH:8]1)=[O:6]. The yield is 0.530. (4) The reactants are [OH:1][C:2]1[CH:3]=[C:4]([CH:8]=[C:9]([OH:12])[C:10]=1[OH:11])[C:5]([OH:7])=[O:6].S(=O)(=O)(O)O.[CH2:18](O)[CH3:19]. No catalyst specified. The product is [OH:1][C:2]1[CH:3]=[C:4]([CH:8]=[C:9]([OH:12])[C:10]=1[OH:11])[C:5]([O:7][CH2:18][CH3:19])=[O:6]. The yield is 0.472. (5) The reactants are [C:1]([O:5][C:6]([NH:8][C@H:9]([CH2:29][C:30]1[CH:35]=[C:34]([F:36])[C:33]([F:37])=[CH:32][C:31]=1[F:38])[CH2:10][C:11]([N:13]1[CH2:18][CH2:17][N:16]2[C:19]([C:25]([F:28])([F:27])[F:26])=[N:20][C:21]([C:22](O)=[O:23])=[C:15]2[CH2:14]1)=[O:12])=[O:7])([CH3:4])([CH3:3])[CH3:2].S(O)(O)(=O)=O.[NH2:44][CH2:45][C:46]#[N:47].O=C1N([ClH]P([ClH]N2CCOC2=O)=O)CCO1.C(N(CC)CC)C. The catalyst is ClCCl. The product is [C:1]([O:5][C:6](=[O:7])[NH:8][C@H:9]([CH2:29][C:30]1[CH:35]=[C:34]([F:36])[C:33]([F:37])=[CH:32][C:31]=1[F:38])[CH2:10][C:11]([N:13]1[CH2:18][CH2:17][N:16]2[C:19]([C:25]([F:28])([F:26])[F:27])=[N:20][C:21]([C:22](=[O:23])[NH:47][CH2:46][C:45]#[N:44])=[C:15]2[CH2:14]1)=[O:12])([CH3:4])([CH3:2])[CH3:3]. The yield is 0.944.